From a dataset of TCR-epitope binding with 47,182 pairs between 192 epitopes and 23,139 TCRs. Binary Classification. Given a T-cell receptor sequence (or CDR3 region) and an epitope sequence, predict whether binding occurs between them. (1) The epitope is ELAGIGILTV. The TCR CDR3 sequence is CASSLTPTGSTDTQYF. Result: 1 (the TCR binds to the epitope). (2) Result: 0 (the TCR does not bind to the epitope). The TCR CDR3 sequence is CSASGGGAGKEKLFF. The epitope is YVLDHLIVV. (3) The epitope is TPQDLNTML. The TCR CDR3 sequence is CASTDRDTETQYF. Result: 0 (the TCR does not bind to the epitope). (4) The epitope is ATDALMTGY. The TCR CDR3 sequence is CASSYATAYEQYF. Result: 0 (the TCR does not bind to the epitope). (5) The epitope is FADDLNQLTGY. The TCR CDR3 sequence is CASSQLLAGGYEQFF. Result: 1 (the TCR binds to the epitope). (6) The TCR CDR3 sequence is CASSTITGLAGGELFF. Result: 0 (the TCR does not bind to the epitope). The epitope is FSKQLQQSM.